Dataset: Peptide-MHC class I binding affinity with 185,985 pairs from IEDB/IMGT. Task: Regression. Given a peptide amino acid sequence and an MHC pseudo amino acid sequence, predict their binding affinity value. This is MHC class I binding data. (1) The peptide sequence is EIEIEKNKK. The MHC is HLA-B15:17 with pseudo-sequence HLA-B15:17. The binding affinity (normalized) is 0.0847. (2) The peptide sequence is SQFNHWFGE. The MHC is HLA-B27:03 with pseudo-sequence HLA-B27:03. The binding affinity (normalized) is 0.0847. (3) The peptide sequence is RALIKTLPRASYSSH. The MHC is HLA-B07:02 with pseudo-sequence HLA-B07:02. The binding affinity (normalized) is 0.274.